Dataset: Forward reaction prediction with 1.9M reactions from USPTO patents (1976-2016). Task: Predict the product of the given reaction. (1) Given the reactants [N+:1]([C:4]1[CH:9]=[CH:8][C:7]([CH2:10][C:11](Cl)=[O:12])=[CH:6][CH:5]=1)([O-:3])=[O:2].[NH2:14][C:15]1[CH:23]=[CH:22][CH:21]=[CH:20][C:16]=1[C:17]([OH:19])=[O:18].N1C=CC=CC=1, predict the reaction product. The product is: [N+:1]([C:4]1[CH:9]=[CH:8][C:7]([CH2:10][C:11]([NH:14][C:15]2[CH:23]=[CH:22][CH:21]=[CH:20][C:16]=2[C:17]([OH:19])=[O:18])=[O:12])=[CH:6][CH:5]=1)([O-:3])=[O:2]. (2) Given the reactants [OH-:1].[Na+].[ClH:3].[NH2:4]O.[Cl:6][C:7]1[CH:12]=[CH:11][CH:10]=[C:9]([Cl:13])[C:8]=1[CH2:14][CH:15]=O, predict the reaction product. The product is: [Cl:6][C:7]1[CH:12]=[CH:11][CH:10]=[C:9]([Cl:13])[C:8]=1[CH2:14][C:15]([Cl:3])=[N:4][OH:1]. (3) Given the reactants [C:1]1([C:7]2[CH:8]=[C:9]([CH:13]=[CH:14][CH:15]=2)[C:10]([OH:12])=O)[CH:6]=[CH:5][CH:4]=[CH:3][CH:2]=1.S(Cl)(Cl)=O.C(N(CC)CC)C.C[Si]([CH:31]=[N+:32]=[N-:33])(C)C, predict the reaction product. The product is: [C:7]1([C:1]2[CH:2]=[CH:3][CH:4]=[CH:5][CH:6]=2)[CH:15]=[CH:14][CH:13]=[C:9]([C:10](=[O:12])[CH:31]=[N+:32]=[N-:33])[CH:8]=1. (4) Given the reactants [NH2:1][C:2]1[CH:11]=[C:10]([C:12]([F:15])([F:14])[F:13])[CH:9]=[CH:8][C:3]=1[C:4]([O:6][CH3:7])=[O:5].[CH3:16]CN(C(C)C)C(C)C.Cl[C:26](=[O:32])[CH2:27][CH2:28][C:29]([O-:31])=[O:30], predict the reaction product. The product is: [CH3:16][O:31][C:29](=[O:30])[CH2:28][CH2:27][C:26]([NH:1][C:2]1[CH:11]=[C:10]([C:12]([F:13])([F:14])[F:15])[CH:9]=[CH:8][C:3]=1[C:4]([O:6][CH3:7])=[O:5])=[O:32]. (5) Given the reactants [CH:1]([C:4]1[CH:13]=[C:12]2[C:7]([C:8](=[O:20])[N:9]([NH:15][S:16]([CH3:19])(=[O:18])=[O:17])[C:10](=[O:14])[NH:11]2)=[CH:6][C:5]=1[C:21]1[N:22]([CH3:26])[N:23]=[CH:24][CH:25]=1)([CH3:3])[CH3:2].[C:27](Cl)(=[O:30])[CH2:28][CH3:29], predict the reaction product. The product is: [CH:1]([C:4]1[CH:13]=[C:12]2[C:7]([C:8](=[O:20])[N:9]([N:15]([C:27](=[O:30])[CH2:28][CH3:29])[S:16]([CH3:19])(=[O:17])=[O:18])[C:10](=[O:14])[NH:11]2)=[CH:6][C:5]=1[C:21]1[N:22]([CH3:26])[N:23]=[CH:24][CH:25]=1)([CH3:3])[CH3:2]. (6) Given the reactants [CH2:1]([O:3][C:4]([C:6]1([C:9]2[CH:14]=[CH:13][C:12]([C:15]3[CH:20]=[CH:19][C:18]([C:21]4[O:25][N:24]=[C:23]([CH3:26])[C:22]=4[CH2:27][SH:28])=[CH:17][CH:16]=3)=[CH:11][CH:10]=2)[CH2:8][CH2:7]1)=[O:5])[CH3:2].Br[CH2:30][C:31]([C:33]1[CH:38]=[CH:37][CH:36]=[CH:35][CH:34]=1)=[O:32], predict the reaction product. The product is: [CH2:1]([O:3][C:4]([C:6]1([C:9]2[CH:10]=[CH:11][C:12]([C:15]3[CH:20]=[CH:19][C:18]([C:21]4[O:25][N:24]=[C:23]([CH3:26])[C:22]=4[CH2:27][S:28][CH2:30][C:31](=[O:32])[C:33]4[CH:38]=[CH:37][CH:36]=[CH:35][CH:34]=4)=[CH:17][CH:16]=3)=[CH:13][CH:14]=2)[CH2:8][CH2:7]1)=[O:5])[CH3:2]. (7) Given the reactants [CH3:1][NH:2][C:3]1[N:8]=[C:7]([N:9]2[CH2:14][CH2:13][N:12]([CH3:15])[CH2:11][CH2:10]2)[N:6]=[C:5]([NH:16][C@H:17]2[CH2:22][CH2:21][C@H:20]([C:23](O)=[O:24])[CH2:19][CH2:18]2)[N:4]=1.C(O)(C(F)(F)F)=O.[F:33][C:34]([F:44])([F:43])[C:35]1[CH:42]=[CH:41][CH:40]=[CH:39][C:36]=1[CH2:37][NH2:38].CCN=C=NCCCN(C)C.Cl, predict the reaction product. The product is: [CH3:1][NH:2][C:3]1[N:8]=[C:7]([N:9]2[CH2:14][CH2:13][N:12]([CH3:15])[CH2:11][CH2:10]2)[N:6]=[C:5]([NH:16][C@H:17]2[CH2:22][CH2:21][C@H:20]([C:23]([NH:38][CH2:37][C:36]3[CH:39]=[CH:40][CH:41]=[CH:42][C:35]=3[C:34]([F:33])([F:43])[F:44])=[O:24])[CH2:19][CH2:18]2)[N:4]=1. (8) Given the reactants [C:1]([O:5][C:6]([N:8]1[CH2:12][C@H:11]([O:13][C:14]2[CH:19]=[CH:18][CH:17]=[C:16]([O:20][CH3:21])[CH:15]=2)[CH2:10][C@@H:9]1[C@@H:22]([OH:36])[C@@H:23]([N+:33]([O-])=O)[CH2:24][C:25]1[CH:30]=[C:29]([F:31])[CH:28]=[C:27]([F:32])[CH:26]=1)=[O:7])([CH3:4])([CH3:3])[CH3:2].[BH4-].[Na+].O, predict the reaction product. The product is: [C:1]([O:5][C:6]([N:8]1[CH2:12][C@H:11]([O:13][C:14]2[CH:19]=[CH:18][CH:17]=[C:16]([O:20][CH3:21])[CH:15]=2)[CH2:10][C@@H:9]1[C@@H:22]([OH:36])[C@@H:23]([NH2:33])[CH2:24][C:25]1[CH:30]=[C:29]([F:31])[CH:28]=[C:27]([F:32])[CH:26]=1)=[O:7])([CH3:4])([CH3:2])[CH3:3].